Dataset: Catalyst prediction with 721,799 reactions and 888 catalyst types from USPTO. Task: Predict which catalyst facilitates the given reaction. (1) Reactant: [C:1]([O:5][C:6]([N:8]1[C:16]2[CH:15]=[C:14](Cl)[N:13]=[CH:12][C:11]=2[C:10]([CH3:19])([CH3:18])[CH2:9]1)=[O:7])([CH3:4])([CH3:3])[CH3:2].[CH3:20][NH:21][C:22]1[CH:27]=[CH:26][CH:25]=[CH:24][CH:23]=1.CC(OC1C=CC=C(OC(C)C)C=1C1C(P(C2CCCCC2)C2CCCCC2)=CC=CC=1)C.ClC1C(P(C2CCCCC2)C2CCCCC2)=C(C2C(OC(C)C)=CC=CC=2OC(C)C)C=CC=1.COC(C)(C)C.CC([O-])(C)C.[Na+]. Product: [C:1]([O:5][C:6]([N:8]1[C:16]2[CH:15]=[C:14]([N:21]([CH3:20])[C:22]3[CH:27]=[CH:26][CH:25]=[CH:24][CH:23]=3)[N:13]=[CH:12][C:11]=2[C:10]([CH3:19])([CH3:18])[CH2:9]1)=[O:7])([CH3:4])([CH3:3])[CH3:2]. The catalyst class is: 11. (2) Reactant: [C:1]([NH:8][C@H:9]([C:11]([OH:13])=O)[CH3:10])([O:3][C:4]([CH3:7])([CH3:6])[CH3:5])=[O:2].C1C=CC2N(O)N=NC=2C=1.Cl.[CH3:25][NH:26][O:27][CH3:28].C(N(CC)CC)C.C1(N=C=NC2CCCCC2)CCCCC1. Product: [C:4]([O:3][C:1]([NH:8][C@@H:9]([CH3:10])[C:11]([N:26]([O:27][CH3:28])[CH3:25])=[O:13])=[O:2])([CH3:5])([CH3:6])[CH3:7]. The catalyst class is: 4. (3) Product: [Br:1][C:8]1[CH:9]=[C:10]([O:11][CH3:12])[C:4]([F:3])=[CH:5][C:6]=1[NH2:7]. The catalyst class is: 4. Reactant: [Br:1]Br.[F:3][C:4]1[CH:5]=[C:6]([CH:8]=[CH:9][C:10]=1[O:11][CH3:12])[NH2:7].C(=O)([O-])[O-].[K+].[K+].O. (4) Reactant: [NH2:1][CH:2]1[C:11]2[CH:10]=[N:9][CH:8]=[C:7]([C:12]3[CH:13]=[C:14]4[C:19](=[CH:20][CH:21]=3)[N:18]([CH3:22])[C:17](=[O:23])[CH2:16][CH2:15]4)[C:6]=2[CH2:5][CH2:4][CH2:3]1.[C:24](O)(=[O:27])[CH2:25][CH3:26].CCN=C=NCCCN(C)C.OP([O-])(O)=O.[K+]. Product: [CH3:22][N:18]1[C:19]2[C:14](=[CH:13][C:12]([C:7]3[C:6]4[CH2:5][CH2:4][CH2:3][CH:2]([NH:1][C:24](=[O:27])[CH2:25][CH3:26])[C:11]=4[CH:10]=[N:9][CH:8]=3)=[CH:21][CH:20]=2)[CH2:15][CH2:16][C:17]1=[O:23]. The catalyst class is: 2.